From a dataset of Forward reaction prediction with 1.9M reactions from USPTO patents (1976-2016). Predict the product of the given reaction. (1) Given the reactants Br[C:2]1[CH:7]=[CH:6][C:5]([S:8]([CH3:11])(=[O:10])=[O:9])=[CH:4][N:3]=1.[C:12]([O:16][C:17]([N:19]1[CH2:24][CH2:23][CH:22]([NH2:25])[CH2:21][CH2:20]1)=[O:18])([CH3:15])([CH3:14])[CH3:13].C(N(C(C)C)C(C)C)C, predict the reaction product. The product is: [C:12]([O:16][C:17]([N:19]1[CH2:24][CH2:23][CH:22]([NH:25][C:2]2[CH:7]=[CH:6][C:5]([S:8]([CH3:11])(=[O:10])=[O:9])=[CH:4][N:3]=2)[CH2:21][CH2:20]1)=[O:18])([CH3:15])([CH3:13])[CH3:14]. (2) Given the reactants [CH3:1][O:2][C:3]1[CH:4]=[C:5]([CH:31]=[CH:32][C:33]=1[O:34][CH3:35])[CH2:6][CH:7]1[C:16]2[C:11](=[C:12]([OH:19])[CH:13]=[CH:14][C:15]=2[O:17][CH3:18])[CH2:10][CH2:9][N:8]1[CH2:20][C:21]([NH:23][CH2:24][C:25]1[CH:30]=[CH:29][CH:28]=[CH:27][N:26]=1)=[O:22].[CH2:36](Br)[CH:37]=[CH2:38], predict the reaction product. The product is: [CH3:1][O:2][C:3]1[CH:4]=[C:5]([CH:31]=[CH:32][C:33]=1[O:34][CH3:35])[CH2:6][CH:7]1[C:16]2[C:11](=[C:12]([O:19][CH2:38][CH:37]=[CH2:36])[CH:13]=[CH:14][C:15]=2[O:17][CH3:18])[CH2:10][CH2:9][N:8]1[CH2:20][C:21]([NH:23][CH2:24][C:25]1[CH:30]=[CH:29][CH:28]=[CH:27][N:26]=1)=[O:22]. (3) Given the reactants [NH2:1][C:2]1[CH:9]=[CH:8][C:7]([F:10])=[CH:6][C:3]=1[CH:4]=O.[F:11][C:12]1[CH:17]=[CH:16][CH:15]=[C:14]([O:18][CH3:19])[C:13]=1[CH2:20][CH2:21][C:22]#[N:23], predict the reaction product. The product is: [F:10][C:7]1[CH:6]=[C:3]2[C:2](=[CH:9][CH:8]=1)[N:1]=[C:22]([NH2:23])[C:21]([CH2:20][C:13]1[C:14]([O:18][CH3:19])=[CH:15][CH:16]=[CH:17][C:12]=1[F:11])=[CH:4]2. (4) Given the reactants [OH:1][CH:2]([C:23]1[CH:28]=[CH:27][C:26]([O:29][CH3:30])=[CH:25][CH:24]=1)[CH2:3][CH2:4][N:5]1[CH2:10][CH2:9][CH:8]([C:11]2[CH:12]=[C:13]([NH:17][C:18](=[O:22])[CH:19]([CH3:21])[CH3:20])[CH:14]=[CH:15][CH:16]=2)[CH2:7][CH2:6]1.[C:31]([C:34]1[CH:35]=[C:36](O)[CH:37]=[CH:38][CH:39]=1)(=[O:33])[CH3:32], predict the reaction product. The product is: [C:31]([C:34]1[CH:39]=[C:38]([CH:37]=[CH:36][CH:35]=1)[O:1][CH:2]([C:23]1[CH:24]=[CH:25][C:26]([O:29][CH3:30])=[CH:27][CH:28]=1)[CH2:3][CH2:4][N:5]1[CH2:10][CH2:9][CH:8]([C:11]2[CH:12]=[C:13]([NH:17][C:18](=[O:22])[CH:19]([CH3:21])[CH3:20])[CH:14]=[CH:15][CH:16]=2)[CH2:7][CH2:6]1)(=[O:33])[CH3:32]. (5) The product is: [CH:33]1[C:32]2[CH:6]([CH2:3][O:7][C:8]([NH:10][C@@H:11]([CH2:16][C:52]3[CH:53]=[C:48]([Cl:47])[CH:49]=[C:50]([Cl:55])[CH:51]=3)[C:12]([OH:14])=[O:13])=[O:9])[C:25]3[C:26](=[CH:27][CH:28]=[CH:29][CH:30]=3)[C:31]=2[CH:36]=[CH:35][CH:34]=1.[C:3]([O:7][C:8]([NH:10][C@@H:11]([CH2:16][C:52]1[CH:53]=[C:48]([Cl:47])[CH:49]=[C:50]([Cl:55])[CH:51]=1)[C:12]([O:14][CH3:15])=[O:13])=[O:9])([CH3:6])([CH3:5])[CH3:4]. Given the reactants II.[C:3]([O:7][C:8]([NH:10][C@@H:11]([CH2:16]I)[C:12]([O:14][CH3:15])=[O:13])=[O:9])([CH3:6])([CH3:5])[CH3:4].C1(P(C2CCCCC2)[C:25]2[CH:30]=[CH:29][CH:28]=[CH:27][C:26]=2[C:31]2[C:36](OC)=[CH:35][CH:34]=[CH:33][C:32]=2OC)CCCCC1.[Cl:47][C:48]1[CH:53]=[C:52](I)[CH:51]=[C:50]([Cl:55])[CH:49]=1, predict the reaction product. (6) Given the reactants C([O:5][C:6]([C:8]1[S:9][C:10]([C:27]2[CH:32]=[CH:31][CH:30]=[CH:29][CH:28]=2)=[CH:11][C:12]=1[C:13](=[O:26])[N:14]([C:18]1[CH:23]=[CH:22][C:21]([Cl:24])=[CH:20][C:19]=1[Cl:25])[CH:15]([CH3:17])[CH3:16])=[O:7])(C)(C)C.FC(F)(F)C(O)=O, predict the reaction product. The product is: [Cl:25][C:19]1[CH:20]=[C:21]([Cl:24])[CH:22]=[CH:23][C:18]=1[N:14]([CH:15]([CH3:17])[CH3:16])[C:13]([C:12]1[CH:11]=[C:10]([C:27]2[CH:32]=[CH:31][CH:30]=[CH:29][CH:28]=2)[S:9][C:8]=1[C:6]([OH:7])=[O:5])=[O:26]. (7) Given the reactants C([O:3][C:4]([C:6]1[NH:7][C:8]2[C:13]([CH:14]=1)=[C:12]([O:15][CH2:16][C:17]1[O:18][CH:19]=[CH:20][CH:21]=1)[CH:11]=[CH:10][CH:9]=2)=[O:5])C.[OH-].[K+].CCO, predict the reaction product. The product is: [O:18]1[CH:19]=[CH:20][CH:21]=[C:17]1[CH2:16][O:15][C:12]1[CH:11]=[CH:10][CH:9]=[C:8]2[C:13]=1[CH:14]=[C:6]([C:4]([OH:5])=[O:3])[NH:7]2. (8) Given the reactants [C:1]12([C:11](=[O:20])[CH2:12][S:13]([C:15]3[S:16][CH:17]=[CH:18][CH:19]=3)=[O:14])[CH2:10][CH:5]3[CH2:6][CH:7]([CH2:9][CH:3]([CH2:4]3)[CH2:2]1)[CH2:8]2.C1C=C(Cl)C=C(C(OO)=[O:29])C=1, predict the reaction product. The product is: [C:1]12([C:11](=[O:20])[CH2:12][S:13]([C:15]3[S:16][CH:17]=[CH:18][CH:19]=3)(=[O:29])=[O:14])[CH2:8][CH:7]3[CH2:6][CH:5]([CH2:4][CH:3]([CH2:9]3)[CH2:2]1)[CH2:10]2.